This data is from Catalyst prediction with 721,799 reactions and 888 catalyst types from USPTO. The task is: Predict which catalyst facilitates the given reaction. (1) The catalyst class is: 3. Product: [C:7]1(=[O:11])[C:8]2[C:4](=[CH:3][C:2]([O:1][C:13]3[CH:18]=[CH:17][C:16]([N+:19]([O-:21])=[O:20])=[CH:15][CH:14]=3)=[CH:10][CH:9]=2)[CH2:5][NH:6]1. Reactant: [OH:1][C:2]1[CH:3]=[C:4]2[C:8](=[CH:9][CH:10]=1)[C:7](=[O:11])[NH:6][CH2:5]2.F[C:13]1[CH:18]=[CH:17][C:16]([N+:19]([O-:21])=[O:20])=[CH:15][CH:14]=1.O. (2) Reactant: [Mg].Br[C:3]1[S:4][CH:5]=[CH:6][CH:7]=1.II.[CH3:10][O:11][Si:12](OC)(OC)[O:13][CH3:14]. Product: [S:4]1[CH:5]=[CH:6][CH:7]=[C:3]1[Si:12]([C:3]1[S:4][CH:5]=[CH:6][CH:7]=1)([O:13][CH3:14])[O:11][CH3:10]. The catalyst class is: 7. (3) Reactant: [F:1][C:2]1[CH:7]=[CH:6][C:5]([C:8]2[C:12](=[O:13])[O:11][CH2:10][C:9]=2[C:14]2[CH:24]=[CH:23][C:17]3[O:18][CH2:19][C:20](=[O:22])[NH:21][C:16]=3[CH:15]=2)=[CH:4][CH:3]=1.[NH2:25][C:26]1[CH:31]=[CH:30][CH:29]=[CH:28][CH:27]=1.O.C1(C)C=CC(S(O)(=O)=O)=CC=1.O. Product: [F:1][C:2]1[CH:7]=[CH:6][C:5]([C:8]2[C:12](=[O:13])[N:25]([C:26]3[CH:31]=[CH:30][CH:29]=[CH:28][CH:27]=3)[C:10](=[O:11])[C:9]=2[C:14]2[CH:24]=[CH:23][C:17]3[O:18][CH2:19][C:20](=[O:22])[NH:21][C:16]=3[CH:15]=2)=[CH:4][CH:3]=1. The catalyst class is: 3. (4) Reactant: Br[C:2]1[N:7]=[CH:6][N:5]=[C:4]([NH2:8])[C:3]=1[C:9]1[CH:14]=[CH:13][CH:12]=[CH:11][CH:10]=1.[CH:15]([C:17]1[CH:22]=[CH:21][C:20](B(O)O)=[CH:19][CH:18]=1)=[O:16].C([O-])([O-])=O.[Cs+].[Cs+]. Product: [NH2:8][C:4]1[N:5]=[CH:6][N:7]=[C:2]([C:20]2[CH:21]=[CH:22][C:17]([CH:15]=[O:16])=[CH:18][CH:19]=2)[C:3]=1[C:9]1[CH:14]=[CH:13][CH:12]=[CH:11][CH:10]=1. The catalyst class is: 75.